Task: Regression/Classification. Given a drug SMILES string, predict its absorption, distribution, metabolism, or excretion properties. Task type varies by dataset: regression for continuous measurements (e.g., permeability, clearance, half-life) or binary classification for categorical outcomes (e.g., BBB penetration, CYP inhibition). Dataset: cyp2d6_veith.. Dataset: CYP2D6 inhibition data for predicting drug metabolism from PubChem BioAssay (1) The compound is Cc1nc(-c2cccnc2)sc1C(=O)Nc1ccc(Cl)cc1. The result is 1 (inhibitor). (2) The molecule is CCOC(=O)CCN1C(=O)[C@H]2CC[C@H]3/C(=N\NC(=O)OCC)C[C@@H](O)[C@@H](O)[C@@H]3[C@@H]2C1=O. The result is 0 (non-inhibitor). (3) The drug is COc1cc(CC(=O)O)c(C(C)=O)cc1OC. The result is 0 (non-inhibitor). (4) The drug is COCCNc1ccnc(-c2ccccc2C)n1. The result is 0 (non-inhibitor). (5) The compound is O=C(Nc1ncc(Cc2cc(Cl)ccc2Cl)s1)c1ccc([N+](=O)[O-])cc1. The result is 0 (non-inhibitor). (6) The compound is CCOc1ccccc1CNCCN1CCOCC1.Cl. The result is 1 (inhibitor).